From a dataset of Forward reaction prediction with 1.9M reactions from USPTO patents (1976-2016). Predict the product of the given reaction. (1) Given the reactants [Br:1][C:2]1[CH:11]=[CH:10][C:5]([O:6][CH2:7][CH2:8][OH:9])=[C:4]([C:12]([F:15])([F:14])[F:13])[CH:3]=1.C(N(CC)CC)C.[CH3:23][S:24](Cl)(=[O:26])=[O:25], predict the reaction product. The product is: [CH3:23][S:24]([O:9][CH2:8][CH2:7][O:6][C:5]1[CH:10]=[CH:11][C:2]([Br:1])=[CH:3][C:4]=1[C:12]([F:13])([F:14])[F:15])(=[O:26])=[O:25]. (2) Given the reactants [ClH:1].[CH2:2]([O:9][C:10](=[O:57])[NH:11][CH2:12][CH2:13][NH:14][C:15](=[O:56])[C@@H:16]([NH:30][C:31](=[O:55])[C@H:32]([CH2:41][CH2:42][CH2:43][NH:44][C:45]([O:47]CC1C=CC=CC=1)=[O:46])[NH:33]C(OC(C)(C)C)=O)[CH2:17][CH2:18][NH:19][C:20]([O:22][CH2:23][C:24]1[CH:29]=[CH:28][CH:27]=[CH:26][CH:25]=1)=[O:21])C1C=CC=CC=1.O1[CH2:63][CH2:62]OCC1, predict the reaction product. The product is: [ClH:1].[CH2:23]([N:44]([CH2:43][CH2:42][CH2:41][C@H:32]([NH2:33])[C:31](=[O:55])[NH:30][C@@H:16]([CH2:17][CH2:18][NH:19][C:20]([O:22][CH2:23][C:24]1[CH:29]=[CH:28][CH:27]=[CH:26][CH:25]=1)=[O:21])[C:15](=[O:56])[NH:14][CH2:13][CH2:12][NH:11][C:10](=[O:57])[O:9][CH2:2][C:63]1[CH:62]=[CH:15][CH:16]=[CH:17][CH:18]=1)[C:45](=[O:46])[OH:47])[C:24]1[CH:25]=[CH:26][CH:27]=[CH:28][CH:29]=1. (3) Given the reactants [CH3:1][O:2][C:3]1[CH:40]=[CH:39][C:6]([CH2:7][N:8]([CH2:30][C:31]2[CH:36]=[CH:35][C:34]([O:37][CH3:38])=[CH:33][CH:32]=2)[C:9]2[N:14]=[CH:13][C:12]([C:15]3[C:16]4[CH2:29][CH2:28][NH:27][C:17]=4[N:18]=[C:19]([N:21]4[CH2:26][CH2:25][O:24][CH2:23][CH2:22]4)[N:20]=3)=[CH:11][N:10]=2)=[CH:5][CH:4]=1.[F:41][C:42]1[CH:47]=[CH:46][CH:45]=[CH:44][C:43]=1[N:48]=[C:49]=[S:50].NC(N)=S, predict the reaction product. The product is: [F:41][C:42]1[CH:47]=[CH:46][CH:45]=[CH:44][C:43]=1[NH:48][C:49]([N:27]1[C:17]2[N:18]=[C:19]([N:21]3[CH2:26][CH2:25][O:24][CH2:23][CH2:22]3)[N:20]=[C:15]([C:12]3[CH:11]=[N:10][C:9]([N:8]([CH2:7][C:6]4[CH:5]=[CH:4][C:3]([O:2][CH3:1])=[CH:40][CH:39]=4)[CH2:30][C:31]4[CH:32]=[CH:33][C:34]([O:37][CH3:38])=[CH:35][CH:36]=4)=[N:14][CH:13]=3)[C:16]=2[CH2:29][CH2:28]1)=[S:50].